This data is from Catalyst prediction with 721,799 reactions and 888 catalyst types from USPTO. The task is: Predict which catalyst facilitates the given reaction. (1) Reactant: Cl.NO.[OH-].[K+].[C:6]([C:10]1[CH:11]=[C:12](/[CH:20]=[CH:21]/[C:22]2[CH:23]=[C:24]([CH:27]=[C:28](/[CH:30]=[CH:31]/[C:32]3[CH:37]=[C:36]([C:38]([CH3:41])([CH3:40])[CH3:39])[CH:35]=[C:34]([C:42]([CH3:45])([CH3:44])[CH3:43])[CH:33]=3)[CH:29]=2)[CH2:25][OH:26])[CH:13]=[C:14]([C:16]([CH3:19])([CH3:18])[CH3:17])[CH:15]=1)([CH3:9])([CH3:8])[CH3:7].O. Product: [C:38]([C:36]1[CH:37]=[C:32]([CH2:31][CH2:30][C:28]2[CH:27]=[C:24]([CH:23]=[C:22]([CH2:21][CH2:20][C:12]3[CH:13]=[C:14]([C:16]([CH3:19])([CH3:18])[CH3:17])[CH:15]=[C:10]([C:6]([CH3:9])([CH3:8])[CH3:7])[CH:11]=3)[CH:29]=2)[CH2:25][OH:26])[CH:33]=[C:34]([C:42]([CH3:43])([CH3:44])[CH3:45])[CH:35]=1)([CH3:39])([CH3:40])[CH3:41]. The catalyst class is: 9. (2) Reactant: Cl[C:2]1[C:7]([C:8]([O:10][CH2:11][CH3:12])=[O:9])=[CH:6][N:5]=[C:4]([S:13][CH3:14])[N:3]=1.[CH3:15][CH:16]([NH2:18])[CH3:17].CCN(C(C)C)C(C)C. Product: [CH:16]([NH:18][C:2]1[C:7]([C:8]([O:10][CH2:11][CH3:12])=[O:9])=[CH:6][N:5]=[C:4]([S:13][CH3:14])[N:3]=1)([CH3:17])[CH3:15]. The catalyst class is: 8. (3) Reactant: [Cl:1][C:2]1[NH:11][C:10]2[C:9](=[O:12])[N:7]([CH3:8])[C:6](=[O:13])[N:5]([CH3:14])[C:4]=2[N:3]=1.[CH2:15](O)/[CH:16]=[CH:17]/[CH2:18][CH2:19][CH3:20].C1(P(C2C=CC=CC=2)C2C=CC=CC=2)C=CC=CC=1.N(C(OC(C)C)=O)=NC(OC(C)C)=O. Product: [CH3:8][N:7]1[C:9](=[O:12])[C:10]2[N:11]([CH2:15]/[CH:16]=[CH:17]/[CH2:18][CH2:19][CH3:20])[C:2]([Cl:1])=[N:3][C:4]=2[N:5]([CH3:14])[C:6]1=[O:13]. The catalyst class is: 7. (4) Reactant: [C:1]([Si:5]([C:13]1[CH:18]=[CH:17][CH:16]=[CH:15][CH:14]=1)([C:7]1[CH:12]=[CH:11][CH:10]=[CH:9][CH:8]=1)Cl)([CH3:4])([CH3:3])[CH3:2].N1C=CN=C1.CN(C)C=O.[OH:29][CH2:30][C:31]1[CH:32]=[C:33]2[C:38](=[CH:39][CH:40]=1)[CH2:37][N:36]([C:41]([O:43][C:44]([CH3:47])([CH3:46])[CH3:45])=[O:42])[CH2:35][CH2:34]2. Product: [Si:5]([O:29][CH2:30][C:31]1[CH:32]=[C:33]2[C:38](=[CH:39][CH:40]=1)[CH2:37][N:36]([C:41]([O:43][C:44]([CH3:47])([CH3:46])[CH3:45])=[O:42])[CH2:35][CH2:34]2)([C:1]([CH3:4])([CH3:3])[CH3:2])([C:13]1[CH:18]=[CH:17][CH:16]=[CH:15][CH:14]=1)[C:7]1[CH:12]=[CH:11][CH:10]=[CH:9][CH:8]=1. The catalyst class is: 13. (5) Reactant: [NH:1]1[CH2:5][C:4](=O)[CH2:3][C:2]1=[O:7].[C:8]1([NH2:15])[CH:13]=[CH:12][CH:11]=[CH:10][C:9]=1[NH2:14]. Product: [NH2:14][C:9]1[CH:10]=[CH:11][CH:12]=[CH:13][C:8]=1[NH:15][C:4]1[CH2:5][NH:1][C:2](=[O:7])[CH:3]=1. The catalyst class is: 5. (6) Reactant: [CH3:1][O:2][C:3]1[N:4]=[N+:5]([O-:13])[C:6]([CH3:12])=[CH:7][C:8]=1[N+]([O-])=O.[CH3:14][O-:15].[Na+]. Product: [CH3:1][O:2][C:3]1[N:4]=[N+:5]([O-:13])[C:6]([CH3:12])=[CH:7][C:8]=1[O:15][CH3:14]. The catalyst class is: 5. (7) Reactant: [BH4-].[Li+].C([O:5][C:6](=O)[C@@H:7]([NH:15][C:16]([O:18][C:19]([CH3:22])([CH3:21])[CH3:20])=[O:17])[CH2:8][CH2:9][C:10](OCC)=[O:11])C.CO.O. Product: [C:19]([O:18][C:16](=[O:17])[NH:15][C@H:7]([CH2:6][OH:5])[CH2:8][CH2:9][CH2:10][OH:11])([CH3:22])([CH3:20])[CH3:21]. The catalyst class is: 56. (8) Reactant: [Br:1][C:2]1[C:11]([OH:12])=[C:10]2[C:5]([CH:6]=[N:7][C:8]([NH:13][CH3:14])=[N:9]2)=[C:4]([C:15]2[CH:20]=[CH:19][CH:18]=[C:17]([Cl:21])[CH:16]=2)[CH:3]=1.C(=O)([O-])[O-].[K+].[K+].I[CH2:29][CH3:30].O. Product: [Br:1][C:2]1[C:11]([O:12][CH2:29][CH3:30])=[C:10]2[C:5]([CH:6]=[N:7][C:8]([NH:13][CH3:14])=[N:9]2)=[C:4]([C:15]2[CH:20]=[CH:19][CH:18]=[C:17]([Cl:21])[CH:16]=2)[CH:3]=1. The catalyst class is: 3. (9) Reactant: [CH:1]1[C:10]2[C:5](=[CH:6][CH:7]=[CH:8][CH:9]=2)[CH:4]=[N:3][N:2]=1.[N+:11]([O-])([O-:13])=[O:12].[K+].[OH-].[Na+]. Product: [N+:11]([C:9]1[CH:8]=[CH:7][CH:6]=[C:5]2[C:10]=1[CH:1]=[N:2][N:3]=[CH:4]2)([O-:13])=[O:12]. The catalyst class is: 65.